This data is from Reaction yield outcomes from USPTO patents with 853,638 reactions. The task is: Predict the reaction yield, written as a fraction of the theoretical maximum amount of product (1.0 means a 100% yield; for example, 0.34 means a 34% yield). (1) The reactants are [F:1][C:2]1[CH:3]=[CH:4][CH:5]=[C:6]2[C:10]=1[NH:9][CH:8]=[C:7]2[CH:11]=O.[CH3:13][N:14]1C2C(=CC=CC=2)C(C)=C1C=O. No catalyst specified. The product is [F:1][C:2]1[CH:3]=[CH:4][CH:5]=[C:6]2[C:10]=1[NH:9][CH:8]=[C:7]2[CH2:11][NH:14][CH3:13]. The yield is 0.900. (2) The reactants are Cl[C:2]1[C:7]([C:8]2[CH:13]=[CH:12][CH:11]=[CH:10][C:9]=2[F:14])=[C:6]([Cl:15])[N:5]=[C:4]([S:16][CH3:17])[N:3]=1.[CH:18]1([NH2:23])[CH2:22][CH2:21][CH2:20][CH2:19]1.C(OCC)(=O)C. The catalyst is C(Cl)Cl.C(OC(=O)C)C.C(OCC)C. The product is [Cl:15][C:6]1[C:7]([C:8]2[CH:13]=[CH:12][CH:11]=[CH:10][C:9]=2[F:14])=[C:2]([NH:23][CH:18]2[CH2:22][CH2:21][CH2:20][CH2:19]2)[N:3]=[C:4]([S:16][CH3:17])[N:5]=1. The yield is 1.00. (3) The reactants are [C:1]([C@@H:4]1[CH2:8][CH2:7][CH2:6][N:5]1[C:9]1[N:14]=[C:13](Cl)[N:12]=[C:11]([C:16]([NH2:18])=[O:17])[CH:10]=1)(=[O:3])[NH2:2].[Cl:19][C:20]1[CH:41]=[CH:40][C:23]([O:24][C:25]2[CH:30]=[CH:29][C:28](B3OC(C)(C)C(C)(C)O3)=[CH:27][CH:26]=2)=[C:22]([F:42])[CH:21]=1.C([O-])([O-])=O.[Na+].[Na+]. The catalyst is O1CCOCC1.C1C=CC(P(C2C=CC=CC=2)[C-]2C=CC=C2)=CC=1.C1C=CC(P(C2C=CC=CC=2)[C-]2C=CC=C2)=CC=1.Cl[Pd]Cl.[Fe+2]. The product is [C:1]([C@@H:4]1[CH2:8][CH2:7][CH2:6][N:5]1[C:9]1[N:14]=[C:13]([C:28]2[CH:27]=[CH:26][C:25]([O:24][C:23]3[CH:40]=[CH:41][C:20]([Cl:19])=[CH:21][C:22]=3[F:42])=[CH:30][CH:29]=2)[N:12]=[C:11]([C:16]([NH2:18])=[O:17])[CH:10]=1)(=[O:3])[NH2:2]. The yield is 0.330. (4) The reactants are Br[C:2]1[CH:11]=[C:10]2[C:5]([N:6]=[CH:7][C:8]([NH:12][C:13]3[CH:17]=[CH:16][N:15]([CH3:18])[N:14]=3)=[N:9]2)=[CH:4][CH:3]=1.CC1(C)C(C)(C)OB([C:27]2[CH:28]=[C:29]([NH:33][S:34]([C:37]3[CH:42]=[CH:41][CH:40]=[CH:39][CH:38]=3)(=[O:36])=[O:35])[CH:30]=[N:31][CH:32]=2)O1.C(=O)([O-])[O-].[K+].[K+]. The catalyst is O1CCOCC1. The product is [CH3:18][N:15]1[CH:16]=[CH:17][C:13]([NH:12][C:8]2[CH:7]=[N:6][C:5]3[C:10]([N:9]=2)=[CH:11][C:2]([C:27]2[CH:28]=[C:29]([NH:33][S:34]([C:37]4[CH:38]=[CH:39][CH:40]=[CH:41][CH:42]=4)(=[O:35])=[O:36])[CH:30]=[N:31][CH:32]=2)=[CH:3][CH:4]=3)=[N:14]1. The yield is 0.320. (5) The reactants are [NH:1]1[CH2:5][CH2:4][CH2:3][CH2:2]1.[Br:6][C:7]1[CH:12]=[CH:11][C:10]([NH:13][C:14](=[O:17])[CH2:15]Cl)=[C:9]([O:18][CH3:19])[CH:8]=1.C(=O)([O-])[O-].[K+].[K+]. The catalyst is C(#N)C. The product is [Br:6][C:7]1[CH:12]=[CH:11][C:10]([NH:13][C:14](=[O:17])[CH2:15][N:1]2[CH2:5][CH2:4][CH2:3][CH2:2]2)=[C:9]([O:18][CH3:19])[CH:8]=1. The yield is 0.990. (6) The reactants are C(C1C=C[C:8]([OH:11])=CC=1)(C)(C)C.[OH:12][C:13]1[CH:18]=[CH:17][C:16](C([C:16]2[CH:17]=[CH:18][C:13]([OH:12])=[CH:14][CH:15]=2)(C)C)=[CH:15][CH:14]=1.C=O.[OH-].[Na+]. No catalyst specified. The product is [CH2:8]=[O:11].[C:13]1([OH:12])[CH:18]=[CH:17][CH:16]=[CH:15][CH:14]=1. The yield is 0.806. (7) The reactants are N1C=CC=CC=1.[Si:7](Cl)([C:10]([CH3:13])([CH3:12])[CH3:11])([CH3:9])[CH3:8].[CH2:15]([C:18]1([OH:24])[CH2:23][CH2:22][CH2:21][CH2:20][CH2:19]1)[CH:16]=[CH2:17].O([Si](C(C)(C)C)(C)C)S(C(F)(F)F)(=O)=O. The catalyst is CN(C)C1C=CN=CC=1.C(#N)C. The product is [CH2:15]([C:18]1([O:24][Si:7]([C:10]([CH3:13])([CH3:12])[CH3:11])([CH3:9])[CH3:8])[CH2:23][CH2:22][CH2:21][CH2:20][CH2:19]1)[CH:16]=[CH2:17]. The yield is 0.970.